This data is from Full USPTO retrosynthesis dataset with 1.9M reactions from patents (1976-2016). The task is: Predict the reactants needed to synthesize the given product. (1) Given the product [F:22][C:4]1[CH:3]=[C:2]([NH:1][CH:37]([CH3:39])[CH3:36])[CH:7]=[CH:6][C:5]=1[N:8]1[CH2:12][CH2:11][C@H:10]([CH2:13][NH:14][C:15](=[O:21])[O:16][C:17]([CH3:18])([CH3:19])[CH3:20])[CH2:9]1, predict the reactants needed to synthesize it. The reactants are: [NH2:1][C:2]1[CH:7]=[CH:6][C:5]([N:8]2[CH2:12][CH2:11][C@H:10]([CH2:13][NH:14][C:15](=[O:21])[O:16][C:17]([CH3:20])([CH3:19])[CH3:18])[CH2:9]2)=[C:4]([F:22])[CH:3]=1.C(O[BH-](OC(=O)C)OC(=O)C)(=O)C.[CH3:36][C:37]([CH3:39])=O. (2) Given the product [F:1][C:2]1[CH:15]=[CH:14][C:5]([CH2:6][N:7]2[CH2:12][CH2:11][N:10]([C:17]#[N:16])[CH2:9][C:8]2=[O:13])=[CH:4][CH:3]=1, predict the reactants needed to synthesize it. The reactants are: [F:1][C:2]1[CH:15]=[CH:14][C:5]([CH2:6][N:7]2[CH2:12][CH2:11][NH:10][CH2:9][C:8]2=[O:13])=[CH:4][CH:3]=1.[N:16]#[C:17]Br. (3) The reactants are: [Cl:1][C:2]1[CH:7]=[CH:6][C:5]([CH:8]=[C:9]([C:15]#[N:16])[C:10]([O:12]CC)=O)=[CH:4][CH:3]=1.[BH4-].[Na+].[Si:19](Cl)([C:22]([CH3:25])([CH3:24])[CH3:23])([CH3:21])[CH3:20].ClC1C=CC(CC(CO)C#N)=CC=1.N1C=CN=C1. Given the product [Si:19]([O:12][CH2:10][CH:9]([CH2:8][C:5]1[CH:4]=[CH:3][C:2]([Cl:1])=[CH:7][CH:6]=1)[C:15]#[N:16])([C:22]([CH3:25])([CH3:24])[CH3:23])([CH3:21])[CH3:20], predict the reactants needed to synthesize it. (4) Given the product [Cl:33][C:30]1[CH:29]=[CH:28][C:27]([S:24]([NH:23][CH2:22][CH2:21][NH:20][C:17]([C:6]2[C:7]3[N:11]=[C:10]([C:12]4[S:13][CH:14]=[CH:15][CH:16]=4)[NH:9][C:8]=3[C:3]([O:2][CH3:1])=[CH:4][CH:5]=2)=[O:19])(=[O:25])=[O:26])=[CH:32][CH:31]=1, predict the reactants needed to synthesize it. The reactants are: [CH3:1][O:2][C:3]1[C:8]2[NH:9][C:10]([C:12]3[S:13][CH:14]=[CH:15][CH:16]=3)=[N:11][C:7]=2[C:6]([C:17]([OH:19])=O)=[CH:5][CH:4]=1.[NH2:20][CH2:21][CH2:22][NH:23][S:24]([C:27]1[CH:32]=[CH:31][C:30]([Cl:33])=[CH:29][CH:28]=1)(=[O:26])=[O:25].